From a dataset of Full USPTO retrosynthesis dataset with 1.9M reactions from patents (1976-2016). Predict the reactants needed to synthesize the given product. (1) The reactants are: C([N:8]1[CH:14]([CH3:15])[CH2:13][CH2:12][O:11][CH2:10][CH2:9]1)C1C=CC=CC=1.[Cl:16]C(OCCCl)=O. Given the product [ClH:16].[CH3:15][CH:14]1[CH2:13][CH2:12][O:11][CH2:10][CH2:9][NH:8]1, predict the reactants needed to synthesize it. (2) Given the product [CH3:1][CH:2]([CH3:9])[CH2:3][C:4]([C:5](=[CH:18][C:10]1[CH:15]=[CH:14][C:13]([CH3:16])=[CH:12][CH:11]=1)[C:6]#[N:7])=[O:8], predict the reactants needed to synthesize it. The reactants are: [CH3:1][CH:2]([CH3:9])[CH2:3][C:4](=[O:8])[CH2:5][C:6]#[N:7].[C:10]1([CH3:18])[CH:15]=[CH:14][C:13]([CH:16]=O)=[CH:12][CH:11]=1.N1CCCCC1.C(O)(=O)C. (3) Given the product [F:16][C:5]1[CH:4]=[CH:3][C:2]([OH:18])=[CH:15][C:6]=1[NH:7][C:8](=[O:13])[C:9]([F:12])([F:11])[F:10], predict the reactants needed to synthesize it. The reactants are: N[C:2]1[CH:3]=[CH:4][C:5]([F:16])=[C:6]([CH:15]=1)[N:7](C)[C:8](=[O:13])[C:9]([F:12])([F:11])[F:10].N([O-])=[O:18].[Na+].NC(N)=O. (4) Given the product [CH3:2][O:3][C:4]1[CH:9]=[C:8]([CH3:10])[NH:7][C:6](=[O:11])[C:5]=1[CH2:12][NH:13][C:14]([C:16]1[C:24]2[C:19](=[CH:20][CH:21]=[CH:22][CH:23]=2)[N:18]([CH:25]([CH:27]2[CH2:28][CH2:29][N:30]([C:53]([O:54][CH:55]([CH3:57])[CH3:56])=[O:58])[CH2:31][CH2:32]2)[CH3:26])[C:17]=1[CH3:33])=[O:15], predict the reactants needed to synthesize it. The reactants are: Cl.[CH3:2][O:3][C:4]1[CH:9]=[C:8]([CH3:10])[NH:7][C:6](=[O:11])[C:5]=1[CH2:12][NH:13][C:14]([C:16]1[C:24]2[C:19](=[CH:20][CH:21]=[CH:22][CH:23]=2)[N:18]([CH:25]([CH:27]2[CH2:32][CH2:31][NH:30][CH2:29][CH2:28]2)[CH3:26])[C:17]=1[CH3:33])=[O:15].CN(C=O)C.C1COCC1.C(N(C(C)C)C(C)C)C.[C:53](Cl)(=[O:58])[O:54][CH:55]([CH3:57])[CH3:56].[Li+].[OH-]. (5) Given the product [Cl:43][C:40]1[N:39]=[C:38]([OH:44])[C:37]([NH:36][S:33]([CH2:32][C:27]2[CH:26]=[C:25]([S:10][CH2:9][CH3:4])[CH:30]=[C:29]([Cl:31])[CH:28]=2)(=[O:35])=[O:34])=[CH:42][CH:41]=1, predict the reactants needed to synthesize it. The reactants are: ClC1C=[C:4]([CH2:9][S:10](Cl)(=O)=O)C=C(Cl)C=1.NC1C(OC)=NC(Cl)=CC=1.Cl[C:25]1[CH:26]=[C:27]([CH2:32][S:33]([NH:36][C:37]2[C:38]([O:44]C)=[N:39][C:40]([Cl:43])=[CH:41][CH:42]=2)(=[O:35])=[O:34])[CH:28]=[C:29]([Cl:31])[CH:30]=1.C([S-])C.[Na+]. (6) Given the product [Br:1][C:2]1[CH:3]=[CH:4][C:5]([N:13]2[CH2:14][CH2:15][CH2:16][CH2:17][CH:12]2[CH3:11])=[C:6]([CH:9]=1)[CH:7]=[O:8], predict the reactants needed to synthesize it. The reactants are: [Br:1][C:2]1[CH:3]=[CH:4][C:5](F)=[C:6]([CH:9]=1)[CH:7]=[O:8].[CH3:11][CH:12]1[CH2:17][CH2:16][CH2:15][CH2:14][NH:13]1.C(=O)([O-])[O-].[Na+].[Na+]. (7) Given the product [O:18]=[C:17]=[N:6][C@H:5]([C:4]([O:3][CH3:2])=[O:10])[CH:7]([CH3:9])[CH3:8], predict the reactants needed to synthesize it. The reactants are: Cl.[CH3:2][O:3][C:4](=[O:10])[C@H:5]([CH:7]([CH3:9])[CH3:8])[NH2:6].N1C=CC=CC=1.[C:17](Cl)(Cl)=[O:18].C1(C)C=CC=CC=1.